This data is from Reaction yield outcomes from USPTO patents with 853,638 reactions. The task is: Predict the reaction yield, written as a fraction of the theoretical maximum amount of product (1.0 means a 100% yield; for example, 0.34 means a 34% yield). (1) The reactants are [Cl:1][C:2]1[CH:3]=[C:4]2[C:9](=[CH:10][CH:11]=1)[N:8]=[C:7]([O:12][CH3:13])[C:6]([NH:14][C:15](=[O:19])OCC)=[N:5]2.[CH3:20][O:21][C:22]1[CH:23]=[C:24]([N:28]2[CH2:33][CH2:32][NH:31][CH2:30][CH2:29]2)[CH:25]=[CH:26][CH:27]=1. No catalyst specified. The product is [Cl:1][C:2]1[CH:3]=[C:4]2[C:9](=[CH:10][CH:11]=1)[N:8]=[C:7]([O:12][CH3:13])[C:6]([NH:14][C:15]([N:31]1[CH2:30][CH2:29][N:28]([C:24]3[CH:25]=[CH:26][CH:27]=[C:22]([O:21][CH3:20])[CH:23]=3)[CH2:33][CH2:32]1)=[O:19])=[N:5]2. The yield is 0.700. (2) The reactants are [OH-].[K+].[F:3][C:4]1[C:5](=[O:29])[N:6]([CH2:16][CH2:17][C@@:18]([CH3:28])([S:24]([CH3:27])(=[O:26])=[O:25])[C:19]([O:21]CC)=[O:20])[CH:7]=[CH:8][C:9]=1[C:10]1[CH:15]=[CH:14][CH:13]=[CH:12][CH:11]=1. The catalyst is C1COCC1.CO.O. The product is [F:3][C:4]1[C:5](=[O:29])[N:6]([CH2:16][CH2:17][C@@:18]([CH3:28])([S:24]([CH3:27])(=[O:25])=[O:26])[C:19]([OH:21])=[O:20])[CH:7]=[CH:8][C:9]=1[C:10]1[CH:11]=[CH:12][CH:13]=[CH:14][CH:15]=1. The yield is 0.727. (3) The reactants are Br[C:2]1[CH:3]=[C:4]2[C:10]([C:11]3[CH:16]=[CH:15][CH:14]=[CH:13][C:12]=3[O:17][CH3:18])=[CH:9][NH:8][C:5]2=[N:6][CH:7]=1.[CH3:19][O:20][C:21]1[CH:22]=[C:23](B2OC(C)(C)C(C)(C)O2)[CH:24]=[CH:25][C:26]=1[O:27][CH2:28][C:29]1[CH:34]=[CH:33][C:32]([O:35][CH3:36])=[CH:31][CH:30]=1.C(=O)([O-])[O-].[Na+].[Na+]. The catalyst is Cl[Pd-2](Cl)(P(C1C=CC=CC=1)(C1C=CC=CC=1)C1C=CC=CC=1)P(C1C=CC=CC=1)(C1C=CC=CC=1)C1C=CC=CC=1.C(#N)C. The product is [CH3:19][O:20][C:21]1[CH:22]=[C:23]([C:2]2[CH:3]=[C:4]3[C:10]([C:11]4[CH:16]=[CH:15][CH:14]=[CH:13][C:12]=4[O:17][CH3:18])=[CH:9][NH:8][C:5]3=[N:6][CH:7]=2)[CH:24]=[CH:25][C:26]=1[O:27][CH2:28][C:29]1[CH:30]=[CH:31][C:32]([O:35][CH3:36])=[CH:33][CH:34]=1. The yield is 0.500. (4) The reactants are [CH3:1][C:2]1[N:6]([CH2:7][C:8]2[CH:13]=[CH:12][CH:11]=[C:10]([C:14]([F:17])([F:16])[F:15])[C:9]=2[CH3:18])[C:5]2[CH:19]=[C:20]([N:27]3[CH2:32][CH2:31][O:30][CH2:29][CH2:28]3)[CH:21]=[C:22]([C:23](OC)=[O:24])[C:4]=2[N:3]=1.[H-].[H-].[H-].[H-].[Li+].[Al+3]. The catalyst is O1CCCC1. The product is [CH3:1][C:2]1[N:6]([CH2:7][C:8]2[CH:13]=[CH:12][CH:11]=[C:10]([C:14]([F:16])([F:15])[F:17])[C:9]=2[CH3:18])[C:5]2[CH:19]=[C:20]([N:27]3[CH2:28][CH2:29][O:30][CH2:31][CH2:32]3)[CH:21]=[C:22]([CH2:23][OH:24])[C:4]=2[N:3]=1. The yield is 0.880. (5) The reactants are [O:1]=[C:2]1[NH:6][C:5]2[CH:7]=[CH:8][C:9]([CH:11]=[O:12])=[CH:10][C:4]=2[O:3]1.[Br:13][CH2:14][CH2:15][CH2:16]O.C1(P(C2C=CC=CC=2)C2C=CC=CC=2)C=CC=CC=1.C1(C)C=CC=CC=1.CCOC(/N=N/C(OCC)=O)=O. The catalyst is C1COCC1. The product is [Br:13][CH2:14][CH2:15][CH2:16][N:6]1[C:5]2[CH:7]=[CH:8][C:9]([CH:11]=[O:12])=[CH:10][C:4]=2[O:3][C:2]1=[O:1]. The yield is 0.580.